The task is: Predict which catalyst facilitates the given reaction.. This data is from Catalyst prediction with 721,799 reactions and 888 catalyst types from USPTO. (1) Reactant: [Cl:1][C:2]1[CH:7]=[CH:6][CH:5]=[CH:4][C:3]=1[C:8]1[CH:13]=[CH:12][CH:11]=[CH:10][C:9]=1[CH2:14][C:15]#[N:16].[NH2:17][OH:18]. Product: [Cl:1][C:2]1[CH:7]=[CH:6][CH:5]=[CH:4][C:3]=1[C:8]1[CH:13]=[CH:12][CH:11]=[CH:10][C:9]=1[CH2:14][C:15]([NH:17][OH:18])=[NH:16]. The catalyst class is: 8. (2) Reactant: C[O:2][C:3](=[O:35])[CH2:4][C@@H:5]1[C:17]2[N:16]([C@H:18]([C:20]3[CH:25]=[CH:24][C:23]([C:26]([F:29])([F:28])[F:27])=[CH:22][CH:21]=3)[CH3:19])[C:15]3[C:10](=[CH:11][C:12]([F:34])=[CH:13][C:14]=3[S:30]([CH3:33])(=[O:32])=[O:31])[C:9]=2[CH2:8][CH2:7][CH2:6]1.C1COCC1.CO.[Li+].[OH-]. Product: [F:34][C:12]1[CH:11]=[C:10]2[C:15](=[C:14]([S:30]([CH3:33])(=[O:31])=[O:32])[CH:13]=1)[N:16]([C@H:18]([C:20]1[CH:25]=[CH:24][C:23]([C:26]([F:29])([F:27])[F:28])=[CH:22][CH:21]=1)[CH3:19])[C:17]1[C@@H:5]([CH2:4][C:3]([OH:35])=[O:2])[CH2:6][CH2:7][CH2:8][C:9]2=1. The catalyst class is: 52. (3) Reactant: Cl[CH2:2][C:3]([O:5][CH2:6][CH3:7])=[O:4].[Cl:8][C:9]1[CH:16]=[CH:15][CH:14]=[C:13]([OH:17])[C:10]=1[CH:11]=O.C(=O)([O-])[O-].[K+].[K+]. Product: [Cl:8][C:9]1[C:10]2[CH:11]=[C:2]([C:3]([O:5][CH2:6][CH3:7])=[O:4])[O:17][C:13]=2[CH:14]=[CH:15][CH:16]=1. The catalyst class is: 3. (4) Reactant: [OH:1][C:2]1[C:6]2[CH:7]=[CH:8][C:9]([S:11]([CH3:14])(=[O:13])=[O:12])=[CH:10][C:5]=2[O:4][C:3]=1[C:15]#[N:16].N1C=CC=CC=1.[CH3:23][S:24](Cl)(=[O:26])=[O:25].CN(C1C=CC=CN=1)C. Product: [C:15]([C:3]1[O:4][C:5]2[CH:10]=[C:9]([S:11]([CH3:14])(=[O:13])=[O:12])[CH:8]=[CH:7][C:6]=2[C:2]=1[O:1][S:24]([CH3:23])(=[O:26])=[O:25])#[N:16]. The catalyst class is: 2. (5) Product: [CH:1]1[C:2]([NH2:15])=[N+:3]([O-:14])[C:4]([NH2:13])=[N:5][C:6]=1[N:7]1[CH2:12][CH2:11][CH2:10][CH2:9][CH2:8]1.[CH3:16][C:17]([N:19]1[CH2:24][CH2:23][N:22]([C:25]2[CH:26]=[CH:27][C:28]([O:31][CH2:32][C@H:33]3[O:37][C@@:36]([C:44]4[CH:45]=[CH:46][C:47]([Cl:51])=[CH:48][C:49]=4[Cl:50])([CH2:38][N:39]4[CH:43]=[N:42][CH:41]=[CH:40]4)[O:35][CH2:34]3)=[CH:29][CH:30]=2)[CH2:21][CH2:20]1)=[O:18]. Reactant: [CH:1]1[C:2]([NH2:15])=[N+:3]([O-:14])[C:4]([NH2:13])=[N:5][C:6]=1[N:7]1[CH2:12][CH2:11][CH2:10][CH2:9][CH2:8]1.[CH3:16][C:17]([N:19]1[CH2:24][CH2:23][N:22]([C:25]2[CH:26]=[CH:27][C:28]([O:31][CH2:32][C@H:33]3[O:37][C@@:36]([C:44]4[CH:45]=[CH:46][C:47]([Cl:51])=[CH:48][C:49]=4[Cl:50])([CH2:38][N:39]4[CH:43]=[N:42][CH:41]=[CH:40]4)[O:35][CH2:34]3)=[CH:29][CH:30]=2)[CH2:21][CH2:20]1)=[O:18].C(O)C(O)C.C(O)C. The catalyst class is: 6. (6) Product: [N:1]1[CH:6]=[CH:5][CH:4]=[CH:3][C:2]=1[CH:7]([NH2:13])[CH3:8]. The catalyst class is: 5. Reactant: [N:1]1[CH:6]=[CH:5][CH:4]=[CH:3][C:2]=1[C:7](=O)[CH3:8].[Cl-].[NH4+].C([BH3-])#[N:13].[Na+].CC1C=CC(S(O)(=O)=O)=CC=1. (7) Reactant: [Cl:1][C:2]1[CH:7]=[CH:6][C:5]([C:8]2[O:9][C:10]([CH3:23])=[C:11]([CH2:13][N:14]3[CH2:19][CH2:18][CH:17]([C:20](O)=[O:21])[CH2:16][CH2:15]3)[N:12]=2)=[CH:4][CH:3]=1.[N:24]1([CH2:31][CH2:32][CH2:33][NH2:34])[CH2:30][CH2:29][CH2:28][CH2:27][CH2:26][CH2:25]1.CCN(C(C)C)C(C)C.C(Cl)CCl. Product: [N:24]1([CH2:31][CH2:32][CH2:33][NH:34][C:20]([CH:17]2[CH2:16][CH2:15][N:14]([CH2:13][C:11]3[N:12]=[C:8]([C:5]4[CH:4]=[CH:3][C:2]([Cl:1])=[CH:7][CH:6]=4)[O:9][C:10]=3[CH3:23])[CH2:19][CH2:18]2)=[O:21])[CH2:30][CH2:29][CH2:28][CH2:27][CH2:26][CH2:25]1. The catalyst class is: 3. (8) Reactant: C([O-])([O-])=O.[Na+].[Na+].Cl[C:8]1[N:13]2[N:14]=[CH:15][C:16]([CH2:17][C:18]3[CH:23]=[CH:22][CH:21]=[C:20]([C:24]([F:27])([F:26])[F:25])[C:19]=3[CH3:28])=[C:12]2[N:11]=[C:10]([N:29]2[CH2:34][CH2:33][O:32][CH2:31][CH2:30]2)[CH:9]=1.[NH:35]1[CH:39]=[C:38](B(O)O)[CH:37]=[N:36]1. Product: [CH3:28][C:19]1[C:20]([C:24]([F:27])([F:26])[F:25])=[CH:21][CH:22]=[CH:23][C:18]=1[CH2:17][C:16]1[CH:15]=[N:14][N:13]2[C:8]([C:38]3[CH:39]=[N:35][NH:36][CH:37]=3)=[CH:9][C:10]([N:29]3[CH2:34][CH2:33][O:32][CH2:31][CH2:30]3)=[N:11][C:12]=12. The catalyst class is: 75.